Task: Predict the product of the given reaction.. Dataset: Forward reaction prediction with 1.9M reactions from USPTO patents (1976-2016) (1) Given the reactants [CH3:1][C:2]1[C:6]2[CH:7]=[CH:8][C:9]([O:11][CH3:12])=[CH:10][C:5]=2[S:4][C:3]=1[C:13]([O:15]C)=[O:14].[OH-].[Na+], predict the reaction product. The product is: [CH3:1][C:2]1[C:6]2[CH:7]=[CH:8][C:9]([O:11][CH3:12])=[CH:10][C:5]=2[S:4][C:3]=1[C:13]([OH:15])=[O:14]. (2) Given the reactants B.C1COCC1.[C:7]([O:15][C:16]1[CH:17]=[C:18]2[C:22](=[CH:23][CH:24]=1)[C:21](=[O:25])[CH2:20][CH2:19]2)(=[O:14])[C:8]1[CH:13]=[CH:12][CH:11]=[CH:10][CH:9]=1, predict the reaction product. The product is: [C:7]([O:15][C:16]1[CH:17]=[C:18]2[C:22](=[CH:23][CH:24]=1)[CH:21]([OH:25])[CH2:20][CH2:19]2)(=[O:14])[C:8]1[CH:9]=[CH:10][CH:11]=[CH:12][CH:13]=1. (3) Given the reactants [Cl:1][C:2]1[CH:3]=[C:4]([C:9]2([C:21]([F:24])([F:23])[F:22])[O:13][N:12]=[C:11]([C:14]3[CH:15]=[C:16]([CH:18]=[CH:19][CH:20]=3)[NH2:17])[CH2:10]2)[CH:5]=[C:6]([Cl:8])[CH:7]=1.[C:25]1([N:31]=[C:32]=[O:33])[CH:30]=[CH:29][CH:28]=[CH:27][CH:26]=1.C(=O)([O-])O.[Na+], predict the reaction product. The product is: [Cl:1][C:2]1[CH:3]=[C:4]([C:9]2([C:21]([F:22])([F:24])[F:23])[O:13][N:12]=[C:11]([C:14]3[CH:15]=[C:16]([NH:17][C:32]([NH:31][C:25]4[CH:30]=[CH:29][CH:28]=[CH:27][CH:26]=4)=[O:33])[CH:18]=[CH:19][CH:20]=3)[CH2:10]2)[CH:5]=[C:6]([Cl:8])[CH:7]=1. (4) Given the reactants [O:1]([CH2:8][C:9]1[CH:10]=[CH:11][C:12]([CH2:15]O)=[N:13][CH:14]=1)[C:2]1[CH:7]=[CH:6][CH:5]=[CH:4][CH:3]=1.C1(P(C2C=CC=CC=2)C2C=CC=CC=2)C=CC=CC=1.C(Cl)(Cl)(Cl)[Cl:37], predict the reaction product. The product is: [Cl:37][CH2:15][C:12]1[CH:11]=[CH:10][C:9]([CH2:8][O:1][C:2]2[CH:7]=[CH:6][CH:5]=[CH:4][CH:3]=2)=[CH:14][N:13]=1. (5) Given the reactants [CH2:1]([S:5][C:6]1[CH:14]=[CH:13][C:12]([S:15]([CH3:18])(=[O:17])=[O:16])=[CH:11][C:7]=1[C:8]([OH:10])=O)[CH:2]([CH3:4])[CH3:3].[N:19]1([C:25]2[N:30]=[CH:29][C:28]([C:31]([F:34])([F:33])[F:32])=[CH:27][N:26]=2)[CH2:24][CH2:23][NH:22][CH2:21][CH2:20]1, predict the reaction product. The product is: [CH2:1]([S:5][C:6]1[CH:14]=[CH:13][C:12]([S:15]([CH3:18])(=[O:17])=[O:16])=[CH:11][C:7]=1[C:8]([N:22]1[CH2:23][CH2:24][N:19]([C:25]2[N:26]=[CH:27][C:28]([C:31]([F:34])([F:32])[F:33])=[CH:29][N:30]=2)[CH2:20][CH2:21]1)=[O:10])[CH:2]([CH3:3])[CH3:4]. (6) Given the reactants [NH2:1][CH:2]([CH2:12][C:13]1[CH:18]=[CH:17][C:16]([C:19]([F:22])([F:21])[F:20])=[CH:15][CH:14]=1)[CH:3]([C:5]1[CH:10]=[CH:9][CH:8]=[C:7]([F:11])[CH:6]=1)[OH:4].[F:23][C:24]1[C:33]2[C:28](=[CH:29][CH:30]=[CH:31][CH:32]=2)[C:27]([C:34](O)=[O:35])=[CH:26][CH:25]=1.Cl.C(N=C=NCCCN(C)C)C.ON1C2C=CC=CC=2N=N1, predict the reaction product. The product is: [F:23][C:24]1[C:33]2[C:28](=[CH:29][CH:30]=[CH:31][CH:32]=2)[C:27]([C:34]([NH:1][CH:2]([CH2:12][C:13]2[CH:14]=[CH:15][C:16]([C:19]([F:22])([F:20])[F:21])=[CH:17][CH:18]=2)[CH:3]([C:5]2[CH:10]=[CH:9][CH:8]=[C:7]([F:11])[CH:6]=2)[OH:4])=[O:35])=[CH:26][CH:25]=1. (7) Given the reactants [NH2:1][C:2](=[C:10]([C:15](=O)[CH:16]([CH3:18])[CH3:17])[C:11]([O:13][CH3:14])=[O:12])[C:3]1[CH:8]=[CH:7][C:6]([F:9])=[CH:5][CH:4]=1.CNS(C)(=O)=O.C(O)(C)(C)C.[C:31]([N:33]([CH3:38])[S:34]([CH3:37])(=[O:36])=[O:35])#[N:32].CC(C)([O-])C.[Na+], predict the reaction product. The product is: [F:9][C:6]1[CH:7]=[CH:8][C:3]([C:2]2[C:10]([C:11]([O:13][CH3:14])=[O:12])=[C:15]([CH:16]([CH3:18])[CH3:17])[N:32]=[C:31]([N:33]([S:34]([CH3:37])(=[O:36])=[O:35])[CH3:38])[N:1]=2)=[CH:4][CH:5]=1. (8) Given the reactants S(Cl)([Cl:3])=O.[Cl:5][C:6]1[CH:11]=[CH:10][C:9]([C:12]2[CH:13]=[CH:14][C:15]([C:18]#[C:19][C:20]3[CH:25]=[CH:24][C:23]([C@@H:26]4[CH2:28][C@H:27]4[CH2:29]O)=[CH:22][CH:21]=3)=[N:16][CH:17]=2)=[CH:8][CH:7]=1.C(=O)(O)[O-].[Na+], predict the reaction product. The product is: [Cl:3][CH2:29][C@@H:27]1[CH2:28][C@H:26]1[C:23]1[CH:24]=[CH:25][C:20]([C:19]#[C:18][C:15]2[CH:14]=[CH:13][C:12]([C:9]3[CH:10]=[CH:11][C:6]([Cl:5])=[CH:7][CH:8]=3)=[CH:17][N:16]=2)=[CH:21][CH:22]=1.